Predict the reaction yield, written as a fraction of the theoretical maximum amount of product (1.0 means a 100% yield; for example, 0.34 means a 34% yield). From a dataset of Reaction yield outcomes from USPTO patents with 853,638 reactions. (1) The reactants are [Br:1][C:2]1[CH:7]=[CH:6][C:5]([CH:8](C(OC)=O)[C:9]([O:11]C)=[O:10])=[C:4]([N+:17]([O-:19])=[O:18])[CH:3]=1. The catalyst is Cl. The product is [Br:1][C:2]1[CH:7]=[CH:6][C:5]([CH2:8][C:9]([OH:11])=[O:10])=[C:4]([N+:17]([O-:19])=[O:18])[CH:3]=1. The yield is 0.890. (2) The reactants are Br[C:2]1[CH:7]=[C:6]([F:8])[CH:5]=[C:4]([F:9])[CH:3]=1.[C:10]1(=[O:14])[CH2:13][CH2:12][CH2:11]1. The catalyst is C1COCC1. The product is [F:9][C:4]1[CH:3]=[C:2]([C:10]2([OH:14])[CH2:13][CH2:12][CH2:11]2)[CH:7]=[C:6]([F:8])[CH:5]=1. The yield is 0.540. (3) The reactants are C([O:3][C:4](=O)[CH2:5][N:6]([CH2:17][C:18]1[C:19]([NH2:25])=[N:20][CH:21]=[C:22]([Br:24])[CH:23]=1)[CH2:7][CH2:8][CH2:9][N:10]1[CH2:15][CH2:14][N:13]([CH3:16])[CH2:12][CH2:11]1)C.[H-].[Na+]. The catalyst is CS(C)=O.O. The product is [Br:24][C:22]1[CH:21]=[N:20][C:19]2[NH:25][C:4](=[O:3])[CH2:5][N:6]([CH2:7][CH2:8][CH2:9][N:10]3[CH2:15][CH2:14][N:13]([CH3:16])[CH2:12][CH2:11]3)[CH2:17][C:18]=2[CH:23]=1. The yield is 0.510. (4) The product is [CH2:14]([N:28]([CH2:29][CH3:30])[CH2:27][CH2:26][NH:25][C:9]([C:5]1[C:4]([CH3:12])=[C:3]([CH:1]=[O:2])[NH:7][C:6]=1[CH3:8])=[O:11])[CH3:15]. The reactants are [CH:1]([C:3]1[NH:7][C:6]([CH3:8])=[C:5]([C:9]([OH:11])=O)[C:4]=1[CH3:12])=[O:2].O[C:14]1C2N=NNC=2C=C[CH:15]=1.C([NH:25][CH2:26][CH2:27][NH:28][CH2:29][CH3:30])C.[OH-].[Na+]. The yield is 0.430. The catalyst is O.[Cl-].[Na+].O.C(=O)(O)[O-].[Na+].C(N(CC)CC)C.CN(C)C=O. (5) The reactants are [O:1]1[CH2:6][CH2:5][N:4]([C:7]2[C:12]3[O:13][CH2:14][CH2:15][O:16][C:11]=3[C:10]([NH:17]C(=O)C)=[CH:9][CH:8]=2)[CH2:3][CH2:2]1.Cl. The catalyst is CO. The product is [O:1]1[CH2:6][CH2:5][N:4]([C:7]2[C:12]3[O:13][CH2:14][CH2:15][O:16][C:11]=3[C:10]([NH2:17])=[CH:9][CH:8]=2)[CH2:3][CH2:2]1. The yield is 0.600. (6) The reactants are [Cl:1][C:2]1[CH:3]=[C:4]([CH:10]([C:29]([F:32])([F:31])[F:30])/[CH:11]=[CH:12]/[C:13]2[CH:14]=[C:15]3[C:19](=[CH:20][CH:21]=2)[N:18](C(OC(C)(C)C)=O)[CH:17]=[CH:16]3)[CH:5]=[C:6]([Cl:9])[C:7]=1[F:8].C(O)(C(F)(F)F)=O. The catalyst is C(Cl)Cl. The product is [Cl:9][C:6]1[CH:5]=[C:4]([CH:10]([C:29]([F:30])([F:32])[F:31])/[CH:11]=[CH:12]/[C:13]2[CH:14]=[C:15]3[C:19](=[CH:20][CH:21]=2)[NH:18][CH:17]=[CH:16]3)[CH:3]=[C:2]([Cl:1])[C:7]=1[F:8]. The yield is 0.970. (7) The reactants are [CH2:1]([C:3]1[CH:4]=[N:5][C:6]([N:9]2[CH2:14][CH2:13][CH:12]([N:15]3[CH2:20][CH2:19][CH2:18][C@H:17]([NH:21]C(=O)OCC4C=CC=CC=4)[C:16]3=[O:32])[CH2:11][CH2:10]2)=[N:7][CH:8]=1)[CH3:2].[H][H]. The catalyst is CCO.CCOC(C)=O.[Pd]. The product is [NH2:21][C@H:17]1[CH2:18][CH2:19][CH2:20][N:15]([CH:12]2[CH2:13][CH2:14][N:9]([C:6]3[N:7]=[CH:8][C:3]([CH2:1][CH3:2])=[CH:4][N:5]=3)[CH2:10][CH2:11]2)[C:16]1=[O:32]. The yield is 1.15. (8) The reactants are [CH:1]1[C:5]2[CH2:6][CH:7]3[CH:12]([C:4]=2[S:3][CH:2]=1)[CH2:11][NH:10][CH2:9][CH2:8]3.O.C([O-])(O)=O.[Na+].[C:19](O[C:19]([O:21][C:22]([CH3:25])([CH3:24])[CH3:23])=[O:20])([O:21][C:22]([CH3:25])([CH3:24])[CH3:23])=[O:20]. The catalyst is CC(C)=O.CCOC(C)=O. The product is [C:22]([O:21][C:19]([N:10]1[CH2:11][CH:12]2[CH:7]([CH2:6][C:5]3[CH:1]=[CH:2][S:3][C:4]=32)[CH2:8][CH2:9]1)=[O:20])([CH3:25])([CH3:24])[CH3:23]. The yield is 1.00. (9) The reactants are C1(C2CCN(CC[CH2:15][CH2:16][CH2:17][CH2:18][N:19]3[C:27](=[O:28])[C:26]4[C:21](=[CH:22][CH:23]=[CH:24][CH:25]=4)[C:20]3=[O:29])CC2)C=CC=CC=1.O=C1C2C(=CC=CC=2)C(=O)N1CCCCC[N:46]1[CH2:51][CH2:50][CH:49]([C:52]2[CH:53]=[C:54]([NH:58][C:59](=[O:63])[CH:60]([CH3:62])[CH3:61])[CH:55]=[CH:56][CH:57]=2)[CH2:48][CH2:47]1. No catalyst specified. The product is [O:29]=[C:20]1[C:21]2[C:26](=[CH:25][CH:24]=[CH:23][CH:22]=2)[C:27](=[O:28])[N:19]1[CH2:18][CH2:17][CH2:16][CH2:15][N:46]1[CH2:51][CH2:50][CH:49]([C:52]2[CH:53]=[C:54]([NH:58][C:59](=[O:63])[CH:60]([CH3:62])[CH3:61])[CH:55]=[CH:56][CH:57]=2)[CH2:48][CH2:47]1. The yield is 0.640. (10) The reactants are C([O-])([O-])=O.[Na+].[Na+].[C:7]([C:10]1[C:18]2[CH:17]=[C:16](B(O)O)[S:15][C:14]=2[CH:13]=[CH:12][CH:11]=1)([OH:9])=[O:8].[Cl:22][C:23]1[N:28]=[C:27](Cl)[C:26]([F:30])=[CH:25][N:24]=1.Cl. The catalyst is COCCOC.Cl[Pd](Cl)([P](C1C=CC=CC=1)(C1C=CC=CC=1)C1C=CC=CC=1)[P](C1C=CC=CC=1)(C1C=CC=CC=1)C1C=CC=CC=1. The product is [Cl:22][C:23]1[N:28]=[C:27]([C:16]2[S:15][C:14]3[CH:13]=[CH:12][CH:11]=[C:10]([C:7]([OH:9])=[O:8])[C:18]=3[CH:17]=2)[C:26]([F:30])=[CH:25][N:24]=1. The yield is 0.480.